From a dataset of Catalyst prediction with 721,799 reactions and 888 catalyst types from USPTO. Predict which catalyst facilitates the given reaction. (1) Reactant: [Br:1][C:2]1[CH:3]=[C:4]2[C:9](=[CH:10][CH:11]=1)[C:8]([CH3:12])=[C:7]([OH:13])[CH:6]=[CH:5]2.O[CH:15]([CH2:21][C:22]1[CH:27]=[CH:26][CH:25]=[CH:24][CH:23]=1)[C:16]([O:18][CH2:19][CH3:20])=[O:17].C1(P(C2C=CC=CC=2)C2C=CC=CC=2)C=CC=CC=1.N(C(OC(C)C)=O)=NC(OC(C)C)=O. Product: [Br:1][C:2]1[CH:3]=[C:4]2[C:9](=[CH:10][CH:11]=1)[C:8]([CH3:12])=[C:7]([O:13][CH:15]([CH2:21][C:22]1[CH:23]=[CH:24][CH:25]=[CH:26][CH:27]=1)[C:16]([O:18][CH2:19][CH3:20])=[O:17])[CH:6]=[CH:5]2. The catalyst class is: 48. (2) Reactant: I.[NH2:2][CH2:3][CH:4]1[CH2:9][CH2:8][CH2:7][CH:6]([N:10]2[C:19]3[C:14](=[CH:15][N:16]=[CH:17][CH:18]=3)[C:13]3=[N:20][O:21][C:22]([CH3:23])=[C:12]3[C:11]2=[O:24])[CH2:5]1.[C:25](O)(=[O:32])[C:26]1[CH:31]=[CH:30][CH:29]=[CH:28][CH:27]=1.Cl.CN(C)CCCN=C=NCC.ON1C2N=CC=CC=2N=N1.C(N(CC)C(C)C)(C)C. Product: [CH3:23][C:22]1[O:21][N:20]=[C:13]2[C:14]3[C:19](=[CH:18][CH:17]=[N:16][CH:15]=3)[N:10]([CH:6]3[CH2:7][CH2:8][CH2:9][CH:4]([CH2:3][NH:2][C:25](=[O:32])[C:26]4[CH:31]=[CH:30][CH:29]=[CH:28][CH:27]=4)[CH2:5]3)[C:11](=[O:24])[C:12]=12. The catalyst class is: 9. (3) Reactant: [BH4-].[Na+].[CH3:3][CH:4]1[CH2:12][C:11]2[C:6](=[C:7]([C:13]3[C:22]4[C:17](=[CH:18][CH:19]=[CH:20][CH:21]=4)[CH:16]=[CH:15][CH:14]=3)[CH:8]=[CH:9][CH:10]=2)[C:5]1=O.Cl. Product: [CH3:3][C:4]1[CH2:12][C:11]2[C:6]([CH:5]=1)=[C:7]([C:13]1[C:22]3[C:17](=[CH:18][CH:19]=[CH:20][CH:21]=3)[CH:16]=[CH:15][CH:14]=1)[CH:8]=[CH:9][CH:10]=2. The catalyst class is: 36. (4) Reactant: [CH:1]1(/[C:7](/[CH3:14])=[CH:8]/[C:9](OCC)=[O:10])[CH2:6][CH2:5][CH2:4][CH2:3][CH2:2]1.[H-].[Al+3].[Li+].[H-].[H-].[H-].C1COCC1.C(C(C(C([O-])=O)O)O)([O-])=O.[Na+].[K+]. The catalyst class is: 28. Product: [CH:1]1(/[C:7](/[CH3:14])=[CH:8]/[CH2:9][OH:10])[CH2:6][CH2:5][CH2:4][CH2:3][CH2:2]1. (5) Reactant: [CH3:1][N:2]([CH3:24])[CH:3]=[N:4][S:5]([C:8]1[CH:13]=[CH:12][CH:11]=[CH:10][C:9]=1[C:14]([CH3:23])([CH3:22])[CH2:15][CH:16]([OH:21])[C:17]([F:20])([F:19])[F:18])(=[O:7])=[O:6].CC(OI1(OC(C)=O)(OC(C)=O)OC(=O)C2C=CC=CC1=2)=O. Product: [CH3:24][N:2]([CH3:1])[CH:3]=[N:4][S:5]([C:8]1[CH:13]=[CH:12][CH:11]=[CH:10][C:9]=1[C:14]([CH3:22])([CH3:23])[CH2:15][C:16](=[O:21])[C:17]([F:18])([F:19])[F:20])(=[O:7])=[O:6]. The catalyst class is: 4. (6) Reactant: [CH2:1]([O:3][C:4](=[O:14])[C:5]1[CH:10]=[CH:9][C:8]([CH2:11]CBr)=[CH:7][CH:6]=1)[CH3:2].[CH2:15]([N:17]1[CH2:22][CH2:21][NH:20][CH2:19][CH2:18]1)[CH3:16]. Product: [CH2:1]([O:3][C:4](=[O:14])[C:5]1[CH:6]=[CH:7][C:8]([CH2:11][N:20]2[CH2:21][CH2:22][N:17]([CH2:15][CH3:16])[CH2:18][CH2:19]2)=[CH:9][CH:10]=1)[CH3:2]. The catalyst class is: 20. (7) Product: [CH3:17][C:12]1[CH:13]=[C:14]2[C:9](=[CH:10][CH:11]=1)[CH:8]=[C:7]([C:5]1[N:6]=[C:2]([NH:1][C:18]([C:19]3[CH:27]=[CH:26][CH:25]=[CH:24][C:20]=3[C:21]([OH:23])=[O:22])=[O:28])[S:3][CH:4]=1)[CH:16]=[CH:15]2. The catalyst class is: 17. Reactant: [NH2:1][C:2]1[S:3][CH:4]=[C:5]([C:7]2[CH:16]=[CH:15][C:14]3[C:9](=[CH:10][CH:11]=[C:12]([CH3:17])[CH:13]=3)[CH:8]=2)[N:6]=1.[C:18]1(=[O:28])[O:23][C:21](=[O:22])[C:20]2=[CH:24][CH:25]=[CH:26][CH:27]=[C:19]12.